From a dataset of Catalyst prediction with 721,799 reactions and 888 catalyst types from USPTO. Predict which catalyst facilitates the given reaction. (1) Reactant: [C:1]1([CH3:11])[CH:6]=[CH:5][C:4]([S:7]([OH:10])(=[O:9])=[O:8])=[CH:3][CH:2]=1.[CH:12]1([NH:15][C:16](=[O:44])[C:17]2[CH:22]=[CH:21][C:20]([CH3:23])=[C:19]([N:24]3[C:33](=[O:34])[C:32]4[C:27](=[CH:28][CH:29]=[C:30]([O:35][CH2:36][CH2:37][N:38]5[CH2:43][CH2:42][CH2:41][CH2:40][CH2:39]5)[CH:31]=4)[N:26]=[CH:25]3)[CH:18]=2)[CH2:14][CH2:13]1. Product: [C:1]1([CH3:11])[CH:2]=[CH:3][C:4]([S:7]([OH:10])(=[O:8])=[O:9])=[CH:5][CH:6]=1.[CH:12]1([NH:15][C:16](=[O:44])[C:17]2[CH:22]=[CH:21][C:20]([CH3:23])=[C:19]([N:24]3[C:33](=[O:34])[C:32]4[C:27](=[CH:28][CH:29]=[C:30]([O:35][CH2:36][CH2:37][N:38]5[CH2:39][CH2:40][CH2:41][CH2:42][CH2:43]5)[CH:31]=4)[N:26]=[CH:25]3)[CH:18]=2)[CH2:13][CH2:14]1. The catalyst class is: 13. (2) The catalyst class is: 33. Reactant: C[O-:2].[Na+].CO.[Cl:6][C:7]1[CH:38]=[CH:37][CH:36]=[CH:35][C:8]=1[CH2:9][N:10]([CH3:34])[C:11]([C:13]1[N:14]=[N:15][N:16]([CH2:19][C:20]2[CH:25]=[C:24]([C:26]([F:29])([F:28])[F:27])[CH:23]=[C:22]([C:30]([F:33])([F:32])[F:31])[CH:21]=2)[C:17]=1Cl)=[O:12]. Product: [Cl:6][C:7]1[CH:38]=[CH:37][CH:36]=[CH:35][C:8]=1[CH2:9][N:10]([CH3:34])[C:11]([C:13]1[N:14]=[N:15][N:16]([CH2:19][C:20]2[CH:25]=[C:24]([C:26]([F:29])([F:28])[F:27])[CH:23]=[C:22]([C:30]([F:33])([F:31])[F:32])[CH:21]=2)[C:17]=1[OH:2])=[O:12]. (3) Reactant: Cl[C:2]1[C:3]([NH:12][S:13]([C:16]2[N:17]=[CH:18][N:19]([CH3:21])[CH:20]=2)(=[O:15])=[O:14])=[N:4][C:5]2[C:10]([N:11]=1)=[CH:9][CH:8]=[CH:7][CH:6]=2.C(OC([N:29]1[CH2:34][CH2:33][CH:32]([CH2:35][C:36]2[CH:41]=[CH:40][C:39]([O:42][CH3:43])=[CH:38][C:37]=2[NH2:44])[CH2:31][CH2:30]1)=O)(C)(C)C.CCO.CC(O)=O. Product: [CH3:43][O:42][C:39]1[CH:40]=[CH:41][C:36]([CH2:35][CH:32]2[CH2:33][CH2:34][NH:29][CH2:30][CH2:31]2)=[C:37]([NH:44][C:2]2[C:3]([NH:12][S:13]([C:16]3[N:17]=[CH:18][N:19]([CH3:21])[CH:20]=3)(=[O:15])=[O:14])=[N:4][C:5]3[C:10]([N:11]=2)=[CH:9][CH:8]=[CH:7][CH:6]=3)[CH:38]=1. The catalyst class is: 6. (4) Reactant: Br[C:2]1[CH:7]=[CH:6][CH:5]=[CH:4][C:3]=1[CH2:8][N:9]1[CH:13]=[CH:12][C:11]([C:14]([NH:16][C:17]2[C:22]([F:23])=[CH:21][CH:20]=[CH:19][C:18]=2[F:24])=[O:15])=[N:10]1.[F:25][C:26]1[CH:31]=[CH:30][C:29]([OH:32])=[CH:28][CH:27]=1.C(=O)([O-])[O-].[Cs+].[Cs+]. Product: [F:24][C:18]1[CH:19]=[CH:20][CH:21]=[C:22]([F:23])[C:17]=1[NH:16][C:14]([C:11]1[CH:12]=[CH:13][N:9]([CH2:8][C:3]2[CH:4]=[CH:5][CH:6]=[CH:7][C:2]=2[O:32][C:29]2[CH:30]=[CH:31][C:26]([F:25])=[CH:27][CH:28]=2)[N:10]=1)=[O:15]. The catalyst class is: 16. (5) Reactant: [N+:1]([O-:4])([O-])=[O:2].[K+].[CH3:6][CH:7]1[C:15]2[C:10](=[CH:11][CH:12]=[CH:13][CH:14]=2)[C:9](=[O:16])[CH2:8]1.C(OCC)(=O)C. Product: [CH3:6][CH:7]1[C:15]2[C:10](=[CH:11][C:12]([N+:1]([O-:4])=[O:2])=[CH:13][CH:14]=2)[C:9](=[O:16])[CH2:8]1. The catalyst class is: 65. (6) Reactant: C([O-])([O-])=O.[Cs+].[Cs+].[NH:7]1[CH2:11][CH2:10][C@H:9]([NH:12][C:13](=[O:19])[O:14][C:15]([CH3:18])([CH3:17])[CH3:16])[CH2:8]1.I[C:21]1[CH:26]=[CH:25][CH:24]=[CH:23][CH:22]=1. Product: [C:21]1([N:7]2[CH2:11][CH2:10][C@H:9]([NH:12][C:13](=[O:19])[O:14][C:15]([CH3:16])([CH3:18])[CH3:17])[CH2:8]2)[CH:26]=[CH:25][CH:24]=[CH:23][CH:22]=1. The catalyst class is: 110.